Dataset: HIV replication inhibition screening data with 41,000+ compounds from the AIDS Antiviral Screen. Task: Binary Classification. Given a drug SMILES string, predict its activity (active/inactive) in a high-throughput screening assay against a specified biological target. The compound is CS(=O)CCN=Cc1ccc(N=Nc2ccc(O)cc2)cc1. The result is 0 (inactive).